From a dataset of Forward reaction prediction with 1.9M reactions from USPTO patents (1976-2016). Predict the product of the given reaction. Given the reactants C(OC([NH:8][C@H:9]([C:30]([O:32][CH3:33])=[O:31])[CH2:10][C:11]1[CH:16]=[CH:15][C:14]([N:17]2[C:22](=[O:23])[C:21]3[CH:24]=[CH:25][N:26]=[CH:27][C:20]=3[N:19]([CH3:28])[C:18]2=[O:29])=[CH:13][CH:12]=1)=O)(C)(C)C, predict the reaction product. The product is: [CH3:28][N:19]1[C:20]2[CH:27]=[N:26][CH:25]=[CH:24][C:21]=2[C:22](=[O:23])[N:17]([C:14]2[CH:13]=[CH:12][C:11]([CH2:10][C@@H:9]([C:30]([O:32][CH3:33])=[O:31])[NH2:8])=[CH:16][CH:15]=2)[C:18]1=[O:29].